Task: Predict which catalyst facilitates the given reaction.. Dataset: Catalyst prediction with 721,799 reactions and 888 catalyst types from USPTO (1) Reactant: [NH2:1][C:2]([CH3:27])([CH3:26])[CH2:3][NH:4][C:5]1[C:14]2[C:9](=[CH:10][C:11]([O:15][CH2:16][C:17]3[CH:22]=[CH:21][CH:20]=[CH:19][CH:18]=3)=[CH:12][CH:13]=2)[N:8]=[CH:7][C:6]=1[N+:23]([O-:25])=[O:24].C(N(CC)CC)C.[C:35](Cl)(=[O:37])[CH3:36]. Product: [CH3:26][C:2]([NH:1][C:35](=[O:37])[CH3:36])([CH3:27])[CH2:3][NH:4][C:5]1[C:14]2[C:9](=[CH:10][C:11]([O:15][CH2:16][C:17]3[CH:22]=[CH:21][CH:20]=[CH:19][CH:18]=3)=[CH:12][CH:13]=2)[N:8]=[CH:7][C:6]=1[N+:23]([O-:25])=[O:24]. The catalyst class is: 4. (2) Reactant: [NH:1]1[C:9]2[C:4](=[CH:5][CH:6]=[CH:7][CH:8]=2)[CH2:3][CH2:2]1.C(N(CC)CC)C.[C:17](O[C:17]([O:19][C:20]([CH3:23])([CH3:22])[CH3:21])=[O:18])([O:19][C:20]([CH3:23])([CH3:22])[CH3:21])=[O:18]. Product: [N:1]1([C:17]([O:19][C:20]([CH3:23])([CH3:22])[CH3:21])=[O:18])[C:9]2[C:4](=[CH:5][CH:6]=[CH:7][CH:8]=2)[CH2:3][CH2:2]1. The catalyst class is: 4. (3) Reactant: Br[C:2]1[CH:11]=[N:10][C:5]2=[N:6][CH:7]=[CH:8][N:9]=[C:4]2[CH:3]=1.B([O-])O[CH3:14].C(=O)([O-])[O-].[Cs+].[Cs+].C1(P(C2C=CC=CC=2)C2C=CC=CC=2)C=CC=CC=1.C(=O)([O-])O.[Na+]. Product: [CH3:14][C:2]1[CH:11]=[N:10][C:5]2=[N:6][CH:7]=[CH:8][N:9]=[C:4]2[CH:3]=1. The catalyst class is: 12. (4) Reactant: [O:1]=[C:2]1[C:10]2[C:5](=[CH:6][CH:7]=[C:8]([C:11]([O:13][CH2:14][CH2:15][Si:16]([CH3:19])([CH3:18])[CH3:17])=[O:12])[CH:9]=2)[CH2:4][CH2:3]1. Product: [OH:1][C@@H:2]1[C:10]2[C:5](=[CH:6][CH:7]=[C:8]([C:11]([O:13][CH2:14][CH2:15][Si:16]([CH3:19])([CH3:18])[CH3:17])=[O:12])[CH:9]=2)[CH2:4][CH2:3]1. The catalyst class is: 247. (5) Reactant: I.[NH2:2][C:3]1[C:4]([C:11]([NH:13][C:14](=[NH:17])SC)=[O:12])=[N:5][C:6]([Cl:10])=[C:7]([NH2:9])[N:8]=1.[NH2:18][CH:19]1[CH2:24][CH2:23][N:22](C(OC(C)(C)C)=O)[CH2:21][CH2:20]1. Product: [ClH:10].[NH2:2][C:3]1[C:4]([C:11]([NH:13][C:14](=[NH:17])[NH:18][CH:19]2[CH2:24][CH2:23][NH:22][CH2:21][CH2:20]2)=[O:12])=[N:5][C:6]([Cl:10])=[C:7]([NH2:9])[N:8]=1. The catalyst class is: 18.